Dataset: NCI-60 drug combinations with 297,098 pairs across 59 cell lines. Task: Regression. Given two drug SMILES strings and cell line genomic features, predict the synergy score measuring deviation from expected non-interaction effect. (1) Drug 1: C1=C(C(=O)NC(=O)N1)N(CCCl)CCCl. Drug 2: CS(=O)(=O)OCCCCOS(=O)(=O)C. Cell line: HL-60(TB). Synergy scores: CSS=77.3, Synergy_ZIP=0.334, Synergy_Bliss=1.10, Synergy_Loewe=-3.61, Synergy_HSA=2.88. (2) Drug 1: C1CCC(C(C1)N)N.C(=O)(C(=O)[O-])[O-].[Pt+4]. Drug 2: C(CN)CNCCSP(=O)(O)O. Cell line: UO-31. Synergy scores: CSS=13.8, Synergy_ZIP=-3.95, Synergy_Bliss=-5.44, Synergy_Loewe=1.50, Synergy_HSA=-0.694. (3) Drug 1: C1CC(C1)(C(=O)O)C(=O)O.[NH2-].[NH2-].[Pt+2]. Drug 2: C1C(C(OC1N2C=NC3=C2NC=NCC3O)CO)O. Cell line: 786-0. Synergy scores: CSS=11.6, Synergy_ZIP=-3.07, Synergy_Bliss=0.990, Synergy_Loewe=-1.14, Synergy_HSA=-0.967. (4) Drug 1: CS(=O)(=O)CCNCC1=CC=C(O1)C2=CC3=C(C=C2)N=CN=C3NC4=CC(=C(C=C4)OCC5=CC(=CC=C5)F)Cl. Drug 2: N.N.Cl[Pt+2]Cl. Cell line: BT-549. Synergy scores: CSS=21.2, Synergy_ZIP=-1.93, Synergy_Bliss=-0.642, Synergy_Loewe=-14.5, Synergy_HSA=-3.53. (5) Drug 1: C1CCN(CC1)CCOC2=CC=C(C=C2)C(=O)C3=C(SC4=C3C=CC(=C4)O)C5=CC=C(C=C5)O. Drug 2: CN1CCC(CC1)COC2=C(C=C3C(=C2)N=CN=C3NC4=C(C=C(C=C4)Br)F)OC. Cell line: NCI-H460. Synergy scores: CSS=5.95, Synergy_ZIP=3.00, Synergy_Bliss=10.2, Synergy_Loewe=7.14, Synergy_HSA=7.67.